Dataset: Full USPTO retrosynthesis dataset with 1.9M reactions from patents (1976-2016). Task: Predict the reactants needed to synthesize the given product. Given the product [Cl:12][C:13]1[CH:14]=[C:15]([C:23]2[N:27]=[C:26]([C:28]3[CH:29]=[CH:30][C:31]([CH2:32][N:1]4[CH2:4][CH:3]([C:5]([OH:7])=[O:6])[CH2:2]4)=[CH:34][CH:35]=3)[O:25][N:24]=2)[CH:16]=[CH:17][C:18]=1[O:19][CH:20]([CH3:21])[CH3:22], predict the reactants needed to synthesize it. The reactants are: [NH:1]1[CH2:4][CH:3]([C:5]([OH:7])=[O:6])[CH2:2]1.C(O)(=O)C.[Cl:12][C:13]1[CH:14]=[C:15]([C:23]2[N:27]=[C:26]([C:28]3[CH:35]=[CH:34][C:31]([CH:32]=O)=[CH:30][CH:29]=3)[O:25][N:24]=2)[CH:16]=[CH:17][C:18]=1[O:19][CH:20]([CH3:22])[CH3:21].C([BH3-])#N.[Na+].